This data is from Catalyst prediction with 721,799 reactions and 888 catalyst types from USPTO. The task is: Predict which catalyst facilitates the given reaction. (1) Reactant: C[C:2]1(C)[CH2:7][C:6]([CH3:9])([CH3:8])[CH2:5][CH2:4][C:3]1=[O:10].Cl.[CH3:13]C(C)=O. Product: [CH3:9][C:6]1([CH:8]=[CH2:13])[CH2:7][CH2:2][C:3](=[O:10])[CH2:4][CH2:5]1. The catalyst class is: 170. (2) Product: [CH2:36]([N:3]([CH2:1][CH3:2])[CH2:4][CH2:5][CH2:6][NH:7][C:8]1[N:9]=[C:10]([C:27]2[CH:28]=[C:29]([CH:33]=[CH:34][CH:35]=2)[C:30]([NH:74][C:73]2[CH:75]=[CH:76][C:70]([F:69])=[CH:71][CH:72]=2)=[O:31])[C:11]2[CH:17]=[CH:16][C:15](=[O:18])[N:14]([C:19]3[C:24]([F:25])=[CH:23][CH:22]=[CH:21][C:20]=3[F:26])[C:12]=2[N:13]=1)[CH3:37]. The catalyst class is: 3. Reactant: [CH2:1]([N:3]([CH2:36][CH3:37])[CH2:4][CH2:5][CH2:6][NH:7][C:8]1[N:9]=[C:10]([C:27]2[CH:28]=[C:29]([CH:33]=[CH:34][CH:35]=2)[C:30](O)=[O:31])[C:11]2[CH:17]=[CH:16][C:15](=[O:18])[N:14]([C:19]3[C:24]([F:25])=[CH:23][CH:22]=[CH:21][C:20]=3[F:26])[C:12]=2[N:13]=1)[CH3:2].CN(C(ON1N=NC2C=CC=CC1=2)=[N+](C)C)C.F[P-](F)(F)(F)(F)F.C(N(CC)CC)C.[F:69][C:70]1[CH:76]=[CH:75][C:73]([NH2:74])=[CH:72][CH:71]=1. (3) Reactant: [F:1][CH:2]([F:19])[C:3]1[CH:8]=[C:7]([C:9]2[CH:14]=[CH:13][C:12]([CH2:15][C:16]([OH:18])=O)=[CH:11][CH:10]=2)[CH:6]=[CH:5][N:4]=1.[NH2:20][C:21]1[N:26]=[CH:25][C:24]([N:27]2[CH2:32][CH2:31][N:30]([C:33](=[O:35])[CH3:34])[CH2:29][CH2:28]2)=[CH:23][CH:22]=1.C(N(CC)C(C)C)(C)C.F[P-](F)(F)(F)(F)F.N1(OC(N(C)C)=[N+](C)C)C2N=CC=CC=2N=N1. Product: [C:33]([N:30]1[CH2:29][CH2:28][N:27]([C:24]2[CH:23]=[CH:22][C:21]([NH:20][C:16](=[O:18])[CH2:15][C:12]3[CH:11]=[CH:10][C:9]([C:7]4[CH:6]=[CH:5][N:4]=[C:3]([CH:2]([F:1])[F:19])[CH:8]=4)=[CH:14][CH:13]=3)=[N:26][CH:25]=2)[CH2:32][CH2:31]1)(=[O:35])[CH3:34]. The catalyst class is: 3. (4) Reactant: C([O:8][C:9]1[CH:14]=[CH:13][C:12]([N:15]2[C:19]3=[N:20][CH:21]=[CH:22][C:23]([CH3:24])=[C:18]3[N:17]3[CH:25]=[CH:26][N:27]=[C:16]23)=[CH:11][CH:10]=1)C1C=CC=CC=1.C1COCC1. Product: [CH3:24][C:23]1[CH:22]=[CH:21][N:20]=[C:19]2[N:15]([C:12]3[CH:13]=[CH:14][C:9]([OH:8])=[CH:10][CH:11]=3)[C:16]3[N:17]([CH:25]=[CH:26][N:27]=3)[C:18]=12. The catalyst class is: 43. (5) Reactant: [CH3:1][C:2]1[CH:7]=[C:6]([CH3:8])[N:5]=[C:4]([N:9]2[CH2:14][CH2:13][N:12]([CH2:15][CH2:16][CH2:17][CH:18]=[CH:19][C:20]3[N:29]=[C:28]4[C:23]([CH2:24][CH2:25][C:26](=[O:30])[NH:27]4)=[CH:22][CH:21]=3)[CH2:11][CH2:10]2)[CH:3]=1. Product: [CH3:1][C:2]1[CH:7]=[C:6]([CH3:8])[N:5]=[C:4]([N:9]2[CH2:10][CH2:11][N:12]([CH2:15][CH2:16][CH2:17][CH2:18][CH2:19][C:20]3[N:29]=[C:28]4[C:23]([CH2:24][CH2:25][C:26](=[O:30])[NH:27]4)=[CH:22][CH:21]=3)[CH2:13][CH2:14]2)[CH:3]=1. The catalyst class is: 50. (6) Reactant: [C:1]12([C:11]3[CH:21]=[CH:20][C:14]([O:15][CH2:16][C:17](O)=[O:18])=[CH:13][CH:12]=3)[CH2:10][CH:5]3[CH2:6][CH:7]([CH2:9][CH:3]([CH2:4]3)[CH2:2]1)[CH2:8]2.[CH3:22][O:23][C:24](=[O:36])[C:25]1[CH:34]=[C:33]([NH2:35])[CH:32]=[C:27]([C:28]([O:30][CH3:31])=[O:29])[CH:26]=1.Cl.C(N=C=N)C.ON1C2C=CC=CC=2N=N1. Product: [CH3:31][O:30][C:28](=[O:29])[C:27]1[CH:32]=[C:33]([NH:35][C:17](=[O:18])[CH2:16][O:15][C:14]2[CH:13]=[CH:12][C:11]([C:1]34[CH2:10][CH:5]5[CH2:4][CH:3]([CH2:9][CH:7]([CH2:6]5)[CH2:8]3)[CH2:2]4)=[CH:21][CH:20]=2)[CH:34]=[C:25]([C:24]([O:23][CH3:22])=[O:36])[CH:26]=1. The catalyst class is: 3. (7) Reactant: [Br:1][C:2]1[CH:3]=[CH:4][C:5]([OH:11])=[C:6]([C:8](=[O:10])[CH3:9])[CH:7]=1.F[C:13]1[C:20]([F:21])=[CH:19][CH:18]=[CH:17][C:14]=1[CH:15]=O. Product: [Br:1][C:2]1[CH:7]=[C:6]2[C:5](=[CH:4][CH:3]=1)[O:11][CH:15]([C:14]1[CH:17]=[CH:18][CH:19]=[C:20]([F:21])[CH:13]=1)[CH2:9][C:8]2=[O:10]. The catalyst class is: 40.